From a dataset of Rat liver microsome stability data. Regression/Classification. Given a drug SMILES string, predict its absorption, distribution, metabolism, or excretion properties. Task type varies by dataset: regression for continuous measurements (e.g., permeability, clearance, half-life) or binary classification for categorical outcomes (e.g., BBB penetration, CYP inhibition). Dataset: rlm. (1) The drug is CC(C)COC(=O)Nc1ccc(-c2cnc3c(-c4cccc(N5CCN(C)CC5)c4)cnn3c2N)cc1. The result is 1 (stable in rat liver microsomes). (2) The compound is COc1cc(N2CCN(C3CCN(c4cccc5cc(C(F)(F)F)cnc45)CC3)CC2)c2ncccc2c1. The result is 1 (stable in rat liver microsomes). (3) The drug is Oc1nnc2c3c(cccc13)NC(c1ccc(CN3CCCC3)cc1)C2c1ccccc1. The result is 1 (stable in rat liver microsomes).